Dataset: NCI-60 drug combinations with 297,098 pairs across 59 cell lines. Task: Regression. Given two drug SMILES strings and cell line genomic features, predict the synergy score measuring deviation from expected non-interaction effect. Drug 1: COC1=NC(=NC2=C1N=CN2C3C(C(C(O3)CO)O)O)N. Drug 2: C1CCC(C(C1)N)N.C(=O)(C(=O)[O-])[O-].[Pt+4]. Cell line: OVCAR-8. Synergy scores: CSS=23.6, Synergy_ZIP=-10.6, Synergy_Bliss=-5.52, Synergy_Loewe=-21.8, Synergy_HSA=-4.10.